This data is from Forward reaction prediction with 1.9M reactions from USPTO patents (1976-2016). The task is: Predict the product of the given reaction. Given the reactants C1C(=O)N(O[C:9]([O:11][N:12]2[C:17](=[O:18])[CH2:16][CH2:15][C:13]2=[O:14])=[O:10])C(=O)C1.[NH2:19][C:20]1[CH:25]=[CH:24][C:23]([NH:26][C:27]([NH:29][CH2:30][CH2:31][NH:32][C:33]([O:35][C:36]([CH3:39])([CH3:38])[CH3:37])=[O:34])=[O:28])=[CH:22][CH:21]=1, predict the reaction product. The product is: [C:36]([O:35][C:33]([NH:32][CH2:31][CH2:30][NH:29][C:27]([NH:26][C:23]1[CH:24]=[CH:25][C:20]([NH:19][C:9]([O:11][N:12]2[C:13](=[O:14])[CH2:15][CH2:16][C:17]2=[O:18])=[O:10])=[CH:21][CH:22]=1)=[O:28])=[O:34])([CH3:39])([CH3:37])[CH3:38].